Dataset: Reaction yield outcomes from USPTO patents with 853,638 reactions. Task: Predict the reaction yield, written as a fraction of the theoretical maximum amount of product (1.0 means a 100% yield; for example, 0.34 means a 34% yield). (1) No catalyst specified. The product is [F:20][C:21]1[CH:26]=[C:25]([F:27])[CH:24]=[CH:23][C:22]=1[NH:28][C:29]([NH:12][C:9]1[CH:10]=[CH:11][C:6]([O:5][CH2:4][CH2:3][N:2]([CH3:19])[CH3:1])=[C:7]([C:13]2[N:14]([CH3:18])[N:15]=[CH:16][CH:17]=2)[CH:8]=1)=[O:30]. The yield is 0.733. The reactants are [CH3:1][N:2]([CH3:19])[CH2:3][CH2:4][O:5][C:6]1[CH:11]=[CH:10][C:9]([NH2:12])=[CH:8][C:7]=1[C:13]1[N:14]([CH3:18])[N:15]=[CH:16][CH:17]=1.[F:20][C:21]1[CH:26]=[C:25]([F:27])[CH:24]=[CH:23][C:22]=1[N:28]=[C:29]=[O:30]. (2) The reactants are [NH2:1][C:2]1[CH:7]=[CH:6][C:5]([CH:8]2[CH2:22][N:12]3[C:13](=[O:21])[NH:14][C:15]4[CH:16]=[CH:17][CH:18]=[CH:19][C:20]=4[C:11]3=[N:10][CH2:9]2)=[CH:4][CH:3]=1.[CH:23]([N:26]=[C:27]=[O:28])([CH3:25])[CH3:24]. The catalyst is C1COCC1. The product is [CH:23]([NH:26][C:27]([NH:1][C:2]1[CH:7]=[CH:6][C:5]([CH:8]2[CH2:22][N:12]3[C:13](=[O:21])[NH:14][C:15]4[CH:16]=[CH:17][CH:18]=[CH:19][C:20]=4[C:11]3=[N:10][CH2:9]2)=[CH:4][CH:3]=1)=[O:28])([CH3:25])[CH3:24]. The yield is 0.600. (3) The reactants are [Br:1][C:2]1[CH:9]=[CH:8][C:5]([CH:6]=O)=[CH:4][CH:3]=1.[Cl:10][C:11]1[CH:16]=[C:15]([Cl:17])[CH:14]=[CH:13][C:12]=1[CH2:18][C:19]([OH:21])=[O:20].C(OC(=O)C)(=O)C.C(N(CC)CC)C. The catalyst is C(OCC)(=O)C.O. The product is [Br:1][C:2]1[CH:9]=[CH:8][C:5]([CH:6]=[C:18]([C:12]2[CH:13]=[CH:14][C:15]([Cl:17])=[CH:16][C:11]=2[Cl:10])[C:19]([OH:21])=[O:20])=[CH:4][CH:3]=1. The yield is 0.530. (4) The reactants are ClC1C=CC=CC=1SCC[CH2:11][CH2:12][CH2:13][CH2:14][CH2:15][C:16]([OH:18])=[O:17].[Cl:19][C:20]1[CH:21]=[C:22]([SH:26])[CH:23]=[CH:24][CH:25]=1.BrCCCCCC(OCC)=O.[OH-].[K+]. The catalyst is C(O)C. The product is [Cl:19][C:20]1[CH:21]=[C:22]([S:26][CH2:11][CH2:12][CH2:13][CH2:14][CH2:15][C:16]([OH:18])=[O:17])[CH:23]=[CH:24][CH:25]=1. The yield is 0.840.